This data is from Reaction yield outcomes from USPTO patents with 853,638 reactions. The task is: Predict the reaction yield, written as a fraction of the theoretical maximum amount of product (1.0 means a 100% yield; for example, 0.34 means a 34% yield). The reactants are [CH3:1][C:2]1([C:8](O)=[O:9])[CH2:7][CH2:6][CH2:5][CH2:4][CH2:3]1.B#B. The catalyst is O1CCCC1. The product is [CH3:1][C:2]1([CH2:8][OH:9])[CH2:7][CH2:6][CH2:5][CH2:4][CH2:3]1. The yield is 0.690.